Task: Predict the reaction yield, written as a fraction of the theoretical maximum amount of product (1.0 means a 100% yield; for example, 0.34 means a 34% yield).. Dataset: Reaction yield outcomes from USPTO patents with 853,638 reactions (1) The reactants are [CH2:1]([O:3][C:4](=[O:28])[CH2:5][O:6][C:7]1[CH:12]=[CH:11][C:10]([CH2:13][CH2:14][CH2:15][CH2:16][NH:17]C(OCC2C=CC=CC=2)=O)=[CH:9][CH:8]=1)[CH3:2].[H][H]. The catalyst is [Pd].CO. The product is [CH2:1]([O:3][C:4](=[O:28])[CH2:5][O:6][C:7]1[CH:12]=[CH:11][C:10]([CH2:13][CH2:14][CH2:15][CH2:16][NH2:17])=[CH:9][CH:8]=1)[CH3:2]. The yield is 0.880. (2) The reactants are [NH2:1][C:2]1[C:11]([C:12]#[N:13])=[C:10]([C:14]2[CH:19]=[CH:18][C:17]([CH3:20])=[CH:16][CH:15]=2)[C:9]2[C:4](=[CH:5][CH:6]=[CH:7][CH:8]=2)[N:3]=1.[H-].[H-].[H-].[H-].[Li+].[Al+3].O. The catalyst is C1COCC1.C(OCC)(=O)C. The product is [NH2:13][CH2:12][C:11]1[C:2]([NH2:1])=[N:3][C:4]2[C:9]([C:10]=1[C:14]1[CH:19]=[CH:18][C:17]([CH3:20])=[CH:16][CH:15]=1)=[CH:8][CH:7]=[CH:6][CH:5]=2. The yield is 0.110. (3) The reactants are [F:1][C:2]([F:11])([F:10])[C:3]1[C:7]([CH:8]=[O:9])=[CH:6][NH:5][N:4]=1.Cl[CH2:13][C:14]1[NH:15][C:16](=[O:24])[C:17]2[CH:22]=[C:21]([CH3:23])[S:20][C:18]=2[N:19]=1.CC(C)([O-])C.[K+].Cl. The catalyst is C1COCC1.CCOC(C)=O.O.CN(C=O)C. The product is [CH3:23][C:21]1[S:20][C:18]2[N:19]=[C:14]([CH2:13][N:5]3[CH:6]=[C:7]([CH:8]=[O:9])[C:3]([C:2]([F:1])([F:10])[F:11])=[N:4]3)[NH:15][C:16](=[O:24])[C:17]=2[CH:22]=1. The yield is 0.580. (4) The reactants are [Cl:1][C:2]1[CH:11]=[C:10]2[C:5]([CH:6]=[CH:7][CH:8]=[C:9]2[CH:12]([CH2:16][C:17]([OH:19])=O)[C:13](O)=[O:14])=[CH:4][CH:3]=1.[NH2:20]C(N)=O. No catalyst specified. The product is [Cl:1][C:2]1[CH:11]=[C:10]2[C:5]([CH:6]=[CH:7][CH:8]=[C:9]2[CH:12]2[CH2:16][C:17](=[O:19])[NH:20][C:13]2=[O:14])=[CH:4][CH:3]=1. The yield is 0.00500. (5) The reactants are [C:1]([C@H:4]1[CH2:6][C@@H:5]1[C:7]([O:9][CH3:10])=[O:8])(Cl)=[O:2].[Cl-].[Cl-].[Cl-].[Al+3].[Cl:15][C:16]1[C:25]2[O:24][CH2:23][CH2:22][CH2:21][C:20]=2[CH:19]=[CH:18][CH:17]=1.Cl. The catalyst is ClCCCl. The product is [Cl:15][C:16]1[C:25]2[O:24][CH2:23][CH2:22][CH2:21][C:20]=2[CH:19]=[C:18]([C:1]([C@H:4]2[CH2:6][C@@H:5]2[C:7]([O:9][CH3:10])=[O:8])=[O:2])[CH:17]=1. The yield is 0.430. (6) The reactants are [CH3:1][N:2]([CH3:23])[CH2:3][CH2:4][C:5]1([C:18]([O:20]CC)=[O:19])[CH2:10][CH2:9][N:8]([C:11]([O:13][C:14]([CH3:17])([CH3:16])[CH3:15])=[O:12])[CH2:7][CH2:6]1.O.[OH-].[Li+].CCO.Cl. The catalyst is O. The product is [C:14]([O:13][C:11]([N:8]1[CH2:9][CH2:10][C:5]([CH2:4][CH2:3][N:2]([CH3:23])[CH3:1])([C:18]([OH:20])=[O:19])[CH2:6][CH2:7]1)=[O:12])([CH3:17])([CH3:16])[CH3:15]. The yield is 0.640. (7) The reactants are [H-].[Na+].[CH3:3][N:4]1[CH:8]=[C:7]([NH:9][C:10](=O)[CH3:11])[C:6]([CH3:13])=[N:5]1.ClC1C=[C:19]([I:21])[C:18]([C:22]([F:25])([F:24])[F:23])=[CH:17][N:16]=1.O.[OH-].[Li+]. The catalyst is C1COCC1.O. The product is [CH3:3][N:4]1[CH:8]=[C:7]([NH:9][C:10]2[CH:11]=[C:19]([I:21])[C:18]([C:22]([F:25])([F:24])[F:23])=[CH:17][N:16]=2)[C:6]([CH3:13])=[N:5]1. The yield is 0.468.